This data is from Catalyst prediction with 721,799 reactions and 888 catalyst types from USPTO. The task is: Predict which catalyst facilitates the given reaction. (1) Reactant: FC(F)(F)C(O)=O.[CH3:8][O:9][C:10]1[NH:11][C:12]2[C:17]([N:18]=1)=[C:16]([NH2:19])[N:15]=[C:14]([O:20][CH2:21][CH:22]1[CH2:26][CH2:25][CH2:24][O:23]1)[N:13]=2.C(=O)([O-])[O-].[K+].[K+].CS(O[CH2:38][CH:39]1[CH2:44][CH2:43][O:42][CH2:41][CH2:40]1)(=O)=O. Product: [CH3:8][O:9][C:10]1[N:11]([CH2:38][CH:39]2[CH2:44][CH2:43][O:42][CH2:41][CH2:40]2)[C:12]2[C:17]([N:18]=1)=[C:16]([NH2:19])[N:15]=[C:14]([O:20][CH2:21][CH:22]1[CH2:26][CH2:25][CH2:24][O:23]1)[N:13]=2. The catalyst class is: 3. (2) Reactant: [I:1][C:2]1[CH:3]=[C:4]2[C:8](=[CH:9][CH:10]=1)[NH:7][C:6](=O)[C:5]2([CH2:13][C:14]([N:16]([CH3:18])[CH3:17])=[O:15])O.B(F)(F)F.CCOCC. Product: [I:1][C:2]1[CH:3]=[C:4]2[C:8](=[CH:9][CH:10]=1)[NH:7][CH:6]=[C:5]2[CH2:13][C:14]([N:16]([CH3:17])[CH3:18])=[O:15]. The catalyst class is: 57. (3) Reactant: O[CH2:2][CH:3]1[N:8]([CH3:9])[CH2:7][CH2:6][N:5]([C:10]([O:12][CH2:13][C:14]2[CH:19]=[CH:18][CH:17]=[CH:16][CH:15]=2)=[O:11])[CH2:4]1.CCN(S(F)(F)[F:26])CC.O.[OH-].[Na+]. Product: [F:26][CH2:2][CH:3]1[N:8]([CH3:9])[CH2:7][CH2:6][N:5]([C:10]([O:12][CH2:13][C:14]2[CH:19]=[CH:18][CH:17]=[CH:16][CH:15]=2)=[O:11])[CH2:4]1. The catalyst class is: 2. (4) Reactant: [N:1]1([C:6]2[CH2:11][CH2:10][C:9]([CH3:13])([CH3:12])[CH:8]([N:14]([CH3:24])[C:15]3[CH:22]=[CH:21][C:18]([C:19]#[N:20])=[C:17]([Cl:23])[CH:16]=3)[CH:7]=2)[CH:5]=[CH:4][N:3]=[CH:2]1.[N+]1([O-:31])C=CC=CC=1.[Se](=O)=O. Product: [Cl:23][C:17]1[CH:16]=[C:15]([N:14]([C@H:8]2[C:9]([CH3:13])([CH3:12])[CH2:10][C@H:11]([OH:31])[C:6]([N:1]3[CH:5]=[CH:4][N:3]=[CH:2]3)=[CH:7]2)[CH3:24])[CH:22]=[CH:21][C:18]=1[C:19]#[N:20]. The catalyst class is: 225. (5) Reactant: [Cl:1][C:2]1[C:3]([OH:40])=[C:4]([S:9]([N:12]([CH2:24][C:25]2[CH:26]=[C:27]([CH:37]=[CH:38][CH:39]=2)[CH2:28][NH:29]C(=O)OC(C)(C)C)[CH2:13][C:14]2[CH:19]=[CH:18][C:17]([C:20]([F:23])([F:22])[F:21])=[CH:16][CH:15]=2)(=[O:11])=[O:10])[CH:5]=[C:6]([Cl:8])[CH:7]=1.C(O)(C(F)(F)F)=O. Product: [NH2:29][CH2:28][C:27]1[CH:26]=[C:25]([CH:39]=[CH:38][CH:37]=1)[CH2:24][N:12]([CH2:13][C:14]1[CH:15]=[CH:16][C:17]([C:20]([F:21])([F:23])[F:22])=[CH:18][CH:19]=1)[S:9]([C:4]1[CH:5]=[C:6]([Cl:8])[CH:7]=[C:2]([Cl:1])[C:3]=1[OH:40])(=[O:10])=[O:11]. The catalyst class is: 2. (6) Reactant: [NH:1]1[CH2:6][CH2:5][C:4]2([C:14]3[C:9](=[CH:10][CH:11]=[CH:12][CH:13]=3)[CH:8]=[CH:7]2)[CH2:3][CH2:2]1.C(=O)([O-])O.[Na+].[Br:20][CH2:21][C:22](Br)=[O:23].O. Product: [Br:20][CH2:21][C:22]([N:1]1[CH2:6][CH2:5][C:4]2([C:14]3[C:9](=[CH:10][CH:11]=[CH:12][CH:13]=3)[CH:8]=[CH:7]2)[CH2:3][CH2:2]1)=[O:23]. The catalyst class is: 4.